From a dataset of Blood-brain barrier permeability classification from the B3DB database. Regression/Classification. Given a drug SMILES string, predict its absorption, distribution, metabolism, or excretion properties. Task type varies by dataset: regression for continuous measurements (e.g., permeability, clearance, half-life) or binary classification for categorical outcomes (e.g., BBB penetration, CYP inhibition). Dataset: b3db_classification. (1) The molecule is COC(=O)C1CC2=CC(=O)CCC2(C)C23OC2CC2(C)C(CCC24CCC(=O)O4)C13. The result is 0 (does not penetrate BBB). (2) The molecule is COc1ccc(Cl)c2c1CCC[C@@H]2N(C)C. The result is 1 (penetrates BBB). (3) The molecule is CN(C)CC#CC=C1c2ccccc2C=Cc2ccccc21. The result is 1 (penetrates BBB). (4) The molecule is CCOC(=O)C(c1c(O)c2ccccc2oc1=O)c1c(O)c2ccccc2oc1=O. The result is 0 (does not penetrate BBB). (5) The drug is CN(C(=O)C(c1ccccc1)c1ccccc1)[C@@H](CN1CC[C@@H](O)C1)c1ccccc1. The result is 1 (penetrates BBB). (6) The drug is Cc1cccc(OC[C@@H](O)CNC(C)C)c1. The result is 1 (penetrates BBB). (7) The drug is CSc1ccc2c(c1)N(CC(C)CN(C)C)c1ccccc1S2. The result is 1 (penetrates BBB).